Dataset: Catalyst prediction with 721,799 reactions and 888 catalyst types from USPTO. Task: Predict which catalyst facilitates the given reaction. (1) Reactant: [Cl:1][C:2]1[CH:7]=[CH:6][CH:5]=[C:4](/[CH:8]=[CH:9]/[C:10]2[CH:15]=[CH:14][C:13]([N+:16]([O-])=O)=[CH:12][CH:11]=2)[CH:3]=1. Product: [Cl:1][C:2]1[CH:3]=[C:4]([CH2:8][CH2:9][C:10]2[CH:11]=[CH:12][C:13]([NH2:16])=[CH:14][CH:15]=2)[CH:5]=[CH:6][CH:7]=1. The catalyst class is: 553. (2) Reactant: [F:1][C:2]1[CH:3]=[C:4]([N:26]([C:35]2[CH:40]=[CH:39][CH:38]=[CH:37][CH:36]=2)[C:27]([C:29]2([C:32]([NH2:34])=[O:33])[CH2:31][CH2:30]2)=[O:28])[CH:5]=[CH:6][C:7]=1[O:8][C:9]1[CH:14]=[CH:13][N:12]=[C:11]2[CH:15]=[C:16]([C:18]3[CH:23]=[CH:22][C:21]([CH:24]=O)=[CH:20][N:19]=3)[S:17][C:10]=12.[CH3:41][O:42][CH2:43][CH2:44][NH2:45].C(O[BH-](OC(=O)C)OC(=O)C)(=O)C.[Na+]. Product: [F:1][C:2]1[CH:3]=[C:4]([N:26]([C:35]2[CH:36]=[CH:37][CH:38]=[CH:39][CH:40]=2)[C:27]([C:29]2([C:32]([NH2:34])=[O:33])[CH2:31][CH2:30]2)=[O:28])[CH:5]=[CH:6][C:7]=1[O:8][C:9]1[CH:14]=[CH:13][N:12]=[C:11]2[CH:15]=[C:16]([C:18]3[CH:23]=[CH:22][C:21]([CH2:24][NH:45][CH2:44][CH2:43][O:42][CH3:41])=[CH:20][N:19]=3)[S:17][C:10]=12. The catalyst class is: 1. (3) Product: [CH3:14][O:13][C:11]([C:9]1[CH:8]=[CH:7][N:6]2[C:2]([C:41]3[CH:42]=[CH:37][N:38]=[C:39]([C:43]4[CH:48]=[CH:47][N:46]=[CH:45][CH:44]=4)[N:40]=3)=[CH:3][N:4]=[C:5]2[N:10]=1)([O:15][CH3:16])[CH3:12]. The catalyst class is: 176. Reactant: Br[C:2]1[N:6]2[CH:7]=[CH:8][C:9]([C:11]([O:15][CH3:16])([O:13][CH3:14])[CH3:12])=[N:10][C:5]2=[N:4][CH:3]=1.C([Mg]Cl)(C)C.C([Sn](Cl)(CCCC)CCCC)CCC.Cl[C:37]1[CH:42]=[CH:41][N:40]=[C:39]([C:43]2[CH:48]=[CH:47][N:46]=[CH:45][CH:44]=2)[N:38]=1. (4) Reactant: [NH2:1][C:2]1[S:3][C:4]2[C:9]([N:10]=1)=[CH:8][CH:7]=[C:6]([O:11][C:12]1[C:13]([Cl:33])=[CH:14][C:15]([F:32])=[C:16]([NH:18][C:19](=[O:31])[C:20]3[CH:25]=[CH:24][CH:23]=[C:22]([C:26]([C:29]#[N:30])([CH3:28])[CH3:27])[CH:21]=3)[CH:17]=1)[N:5]=2.[Cl:34][CH2:35][C:36](Cl)=[O:37]. Product: [Cl:33][C:13]1[C:12]([O:11][C:6]2[N:5]=[C:4]3[S:3][C:2]([NH:1][C:36](=[O:37])[CH2:35][Cl:34])=[N:10][C:9]3=[CH:8][CH:7]=2)=[CH:17][C:16]([NH:18][C:19](=[O:31])[C:20]2[CH:25]=[CH:24][CH:23]=[C:22]([C:26]([C:29]#[N:30])([CH3:28])[CH3:27])[CH:21]=2)=[C:15]([F:32])[CH:14]=1. The catalyst class is: 675. (5) Reactant: [Cl:1][C:2]1[C:11]2[C:6](=[CH:7][C:8]([O:14][CH2:15][CH2:16][Cl:17])=[C:9]([O:12][CH3:13])[CH:10]=2)[N:5]=[CH:4][C:3]=1[C:18]#[N:19].[Cl:20][C:21]1[CH:22]=[C:23]([NH2:34])[CH:24]=[CH:25][C:26]=1[S:27][C:28]1[N:29]([CH3:33])[CH:30]=[CH:31][N:32]=1. Product: [ClH:1].[N:5]1[CH:6]=[CH:11][CH:2]=[CH:3][CH:4]=1.[Cl:17][CH2:16][CH2:15][O:14][C:8]1[CH:7]=[C:6]2[C:11]([C:2]([NH:34][C:23]3[CH:24]=[CH:25][C:26]([S:27][C:28]4[N:29]([CH3:33])[CH:30]=[CH:31][N:32]=4)=[C:21]([Cl:20])[CH:22]=3)=[C:3]([C:18]#[N:19])[CH:4]=[N:5]2)=[CH:10][C:9]=1[O:12][CH3:13]. The catalyst class is: 486. (6) Reactant: Br[C:2]1[CH:3]=[C:4]([O:10][CH:11]([F:13])[F:12])[C:5](=[O:9])[N:6]([CH3:8])[CH:7]=1.[F:14][C:15]1[CH:42]=[C:41]([F:43])[CH:40]=[CH:39][C:16]=1[O:17][C:18]1[CH:23]=[CH:22][C:21]([NH:24][S:25]([CH2:28][CH3:29])(=[O:27])=[O:26])=[CH:20][C:19]=1B1OC(C)(C)C(C)(C)O1.[O-]P([O-])([O-])=O.[K+].[K+].[K+]. Product: [F:12][CH:11]([F:13])[O:10][C:4]1[C:5](=[O:9])[N:6]([CH3:8])[CH:7]=[C:2]([C:23]2[CH:22]=[C:21]([NH:24][S:25]([CH2:28][CH3:29])(=[O:26])=[O:27])[CH:20]=[CH:19][C:18]=2[O:17][C:16]2[CH:39]=[CH:40][C:41]([F:43])=[CH:42][C:15]=2[F:14])[CH:3]=1. The catalyst class is: 117. (7) Reactant: [F:1][C:2]([F:19])([F:18])[C:3]1[CH:8]=[C:7]([C:9]([OH:11])=O)[CH:6]=[CH:5][C:4]=1[C:12]1[CH:17]=[CH:16][CH:15]=[CH:14][CH:13]=1.C(Cl)CCl.C1C=CC2N(O)N=NC=2C=1.[CH2:34]([C:36]1[CH:37]=[C:38]([CH:43]=[CH:44][C:45]=1[S:46](=[O:49])(=[O:48])[NH2:47])[C:39]([NH:41]O)=[NH:40])[CH3:35]. Product: [CH2:34]([C:36]1[CH:37]=[C:38]([C:39]2[N:40]=[C:9]([C:7]3[CH:6]=[CH:5][C:4]([C:12]4[CH:17]=[CH:16][CH:15]=[CH:14][CH:13]=4)=[C:3]([C:2]([F:1])([F:19])[F:18])[CH:8]=3)[O:11][N:41]=2)[CH:43]=[CH:44][C:45]=1[S:46]([NH2:47])(=[O:48])=[O:49])[CH3:35]. The catalyst class is: 3.